This data is from Peptide-MHC class II binding affinity with 134,281 pairs from IEDB. The task is: Regression. Given a peptide amino acid sequence and an MHC pseudo amino acid sequence, predict their binding affinity value. This is MHC class II binding data. The peptide sequence is NARILKNCVDAKMTE. The MHC is HLA-DQA10102-DQB10602 with pseudo-sequence HLA-DQA10102-DQB10602. The binding affinity (normalized) is 0.370.